From a dataset of NCI-60 drug combinations with 297,098 pairs across 59 cell lines. Regression. Given two drug SMILES strings and cell line genomic features, predict the synergy score measuring deviation from expected non-interaction effect. (1) Drug 1: CCCS(=O)(=O)NC1=C(C(=C(C=C1)F)C(=O)C2=CNC3=C2C=C(C=N3)C4=CC=C(C=C4)Cl)F. Drug 2: CC1CCC2CC(C(=CC=CC=CC(CC(C(=O)C(C(C(=CC(C(=O)CC(OC(=O)C3CCCCN3C(=O)C(=O)C1(O2)O)C(C)CC4CCC(C(C4)OC)O)C)C)O)OC)C)C)C)OC. Cell line: SR. Synergy scores: CSS=61.2, Synergy_ZIP=11.9, Synergy_Bliss=8.35, Synergy_Loewe=-1.05, Synergy_HSA=10.3. (2) Drug 1: C1=C(C(=O)NC(=O)N1)N(CCCl)CCCl. Drug 2: C1=CC(=CC=C1C#N)C(C2=CC=C(C=C2)C#N)N3C=NC=N3. Cell line: HT29. Synergy scores: CSS=22.6, Synergy_ZIP=-3.86, Synergy_Bliss=2.34, Synergy_Loewe=-2.77, Synergy_HSA=0.243. (3) Drug 1: CN(C)C1=NC(=NC(=N1)N(C)C)N(C)C. Drug 2: C1=NC(=NC(=O)N1C2C(C(C(O2)CO)O)O)N. Cell line: HOP-62. Synergy scores: CSS=-2.34, Synergy_ZIP=1.26, Synergy_Bliss=0.920, Synergy_Loewe=-8.81, Synergy_HSA=-4.33. (4) Drug 1: CN(C)N=NC1=C(NC=N1)C(=O)N. Drug 2: B(C(CC(C)C)NC(=O)C(CC1=CC=CC=C1)NC(=O)C2=NC=CN=C2)(O)O. Cell line: A549. Synergy scores: CSS=11.4, Synergy_ZIP=7.82, Synergy_Bliss=12.6, Synergy_Loewe=12.5, Synergy_HSA=12.2. (5) Drug 1: CN(C)N=NC1=C(NC=N1)C(=O)N. Drug 2: C1=CC=C(C(=C1)C(C2=CC=C(C=C2)Cl)C(Cl)Cl)Cl. Cell line: 786-0. Synergy scores: CSS=2.70, Synergy_ZIP=-0.529, Synergy_Bliss=-0.142, Synergy_Loewe=-0.931, Synergy_HSA=-0.379.